This data is from Reaction yield outcomes from USPTO patents with 853,638 reactions. The task is: Predict the reaction yield, written as a fraction of the theoretical maximum amount of product (1.0 means a 100% yield; for example, 0.34 means a 34% yield). (1) The reactants are [Br:1][C:2]1[CH:3]=[C:4]2[C:9](=[CH:10][CH:11]=1)[N:8]=[CH:7][CH:6]=[C:5]2I.C([Sn](CCCC)(CCCC)[C:18]1[CH:23]=[CH:22][N:21]=[N:20][CH:19]=1)CCC.CCOC(C)=O. The catalyst is O1CCOCC1.[Pd].C1C=CC(P(C2C=CC=CC=2)[C-]2C=CC=C2)=CC=1.C1C=CC(P(C2C=CC=CC=2)[C-]2C=CC=C2)=CC=1.Cl[Pd]Cl.[Fe+2].C(Cl)Cl. The product is [Br:1][C:2]1[CH:3]=[C:4]2[C:9](=[CH:10][CH:11]=1)[N:8]=[CH:7][CH:6]=[C:5]2[C:18]1[CH:23]=[CH:22][N:21]=[N:20][CH:19]=1. The yield is 0.388. (2) The reactants are [CH3:1][NH:2][C@@H:3]([CH3:7])[C:4]([OH:6])=[O:5].[BH3-]C#N.[Na+].O=[C:13]1[CH2:16][N:15]([C:17]([O:19][C:20]([CH3:23])([CH3:22])[CH3:21])=[O:18])[CH2:14]1. The product is [C:20]([O:19][C:17]([N:15]1[CH2:16][CH:13]([N:2]([CH3:1])[C@@H:3]([CH3:7])[C:4]([OH:6])=[O:5])[CH2:14]1)=[O:18])([CH3:23])([CH3:22])[CH3:21]. The catalyst is CO. The yield is 0.390. (3) The reactants are F[C:2]1[CH:3]=[CH:4][C:5]([C:8]([NH:10][CH3:11])=[O:9])=[N:6][CH:7]=1.[CH3:12][O:13][CH2:14][C@H:15]([CH3:35])[O:16][C:17]1[CH:18]=[C:19]([OH:34])[CH:20]=[C:21]([C:23]2[NH:24][C:25]([C:28]3[O:29][C@@H:30]([CH3:33])[CH2:31][N:32]=3)=[CH:26][CH:27]=2)[CH:22]=1.C(=O)([O-])[O-].[K+].[K+].O. The catalyst is CN(C)C=O. The product is [CH3:12][O:13][CH2:14][C@H:15]([CH3:35])[O:16][C:17]1[CH:18]=[C:19]([CH:20]=[C:21]([C:23]2[NH:24][C:25]([C:28]3[O:29][C@@H:30]([CH3:33])[CH2:31][N:32]=3)=[CH:26][CH:27]=2)[CH:22]=1)[O:34][C:2]1[CH:3]=[CH:4][C:5]([C:8]([NH:10][CH3:11])=[O:9])=[N:6][CH:7]=1. The yield is 0.770. (4) The reactants are [Cl:1][C:2]1[CH:3]=[C:4]([OH:9])[CH:5]=[C:6]([Cl:8])[CH:7]=1.N1C(C)=CC=CC=1C.O([Si:26]([CH:33]([CH3:35])[CH3:34])([CH:30]([CH3:32])[CH3:31])[CH:27]([CH3:29])[CH3:28])S(C(F)(F)F)(=O)=O. The catalyst is C(Cl)Cl. The product is [Cl:1][C:2]1[CH:3]=[C:4]([CH:5]=[C:6]([Cl:8])[CH:7]=1)[O:9][Si:26]([CH:33]([CH3:35])[CH3:34])([CH:30]([CH3:32])[CH3:31])[CH:27]([CH3:29])[CH3:28]. The yield is 0.910. (5) The reactants are [O:1]=[C:2]1[C:10]2[C:5](=[CH:6][CH:7]=[CH:8][CH:9]=2)C(=O)[N:3]1[CH2:12][C:13]1[C:22]2[C:17](=[CH:18][CH:19]=[CH:20][CH:21]=2)[C:16]([CH:23]=O)=[CH:15][CH:14]=1.[C:25]([O-:28])([O-])=O.[K+].[K+].O1CCOC[CH2:32]1. The catalyst is [Br-].C[P+](C1C=CC=CC=1)(C1C=CC=CC=1)C1C=CC=CC=1. The product is [CH:23]([C:16]1[C:17]2[C:22](=[CH:21][CH:20]=[CH:19][CH:18]=2)[C:13]([CH2:12][N:3]2[C:2](=[O:1])[C:10]3[C:5](=[CH:6][CH:7]=[CH:8][CH:9]=3)[C:25]2=[O:28])=[CH:14][CH:15]=1)=[CH2:32]. The yield is 0.670. (6) The reactants are Br[C:2]1[CH:3]=[C:4]2[C:9](=[CH:10][C:11]=1[F:12])[O:8][C:7]([CH3:14])([CH3:13])[CH2:6][CH:5]2[C:15]([O:17][CH3:18])=[O:16].[CH3:19][N:20]1CCCC1=O. No catalyst specified. The product is [C:19]([C:2]1[CH:3]=[C:4]2[C:9](=[CH:10][C:11]=1[F:12])[O:8][C:7]([CH3:14])([CH3:13])[CH2:6][CH:5]2[C:15]([O:17][CH3:18])=[O:16])#[N:20]. The yield is 0.623. (7) The reactants are [OH-].[Na+].C[O:4][C:5](=[O:39])[CH2:6][C:7]1[CH:8]=[N:9][CH:10]=[C:11]([C:13]2[CH:18]=[CH:17][C:16]([C:19]([C:24]3[CH:29]=[CH:28][C:27]([O:30][CH2:31][C:32](=[O:37])[C:33]([CH3:36])([CH3:35])[CH3:34])=[C:26]([CH3:38])[CH:25]=3)([CH2:22][CH3:23])[CH2:20][CH3:21])=[CH:15][CH:14]=2)[CH:12]=1.[Cl-].[NH4+]. The catalyst is CO.O1CCCC1. The product is [CH3:36][C:33]([CH3:34])([CH3:35])[C:32](=[O:37])[CH2:31][O:30][C:27]1[CH:28]=[CH:29][C:24]([C:19]([C:16]2[CH:17]=[CH:18][C:13]([C:11]3[CH:12]=[C:7]([CH2:6][C:5]([OH:39])=[O:4])[CH:8]=[N:9][CH:10]=3)=[CH:14][CH:15]=2)([CH2:22][CH3:23])[CH2:20][CH3:21])=[CH:25][C:26]=1[CH3:38]. The yield is 0.670.